The task is: Predict the reactants needed to synthesize the given product.. This data is from Full USPTO retrosynthesis dataset with 1.9M reactions from patents (1976-2016). (1) Given the product [CH3:40][O:39][C:37]([C:36]1[CH:35]=[CH:34][C:33]([C:2]2[CH:7]=[CH:6][C:5]([CH:8]([CH3:28])[C:9]([C:15]3[C:16]([F:27])=[CH:17][C:18]4[O:23][CH2:22][C:21](=[O:24])[N:20]([CH3:25])[C:19]=4[CH:26]=3)([OH:14])[C:10]([F:12])([F:11])[F:13])=[C:4]([Cl:29])[CH:3]=2)=[CH:32][C:31]=1[F:30])=[O:38], predict the reactants needed to synthesize it. The reactants are: Br[C:2]1[CH:7]=[CH:6][C:5]([CH:8]([CH3:28])[C:9]([C:15]2[C:16]([F:27])=[CH:17][C:18]3[O:23][CH2:22][C:21](=[O:24])[N:20]([CH3:25])[C:19]=3[CH:26]=2)([OH:14])[C:10]([F:13])([F:12])[F:11])=[C:4]([Cl:29])[CH:3]=1.[F:30][C:31]1[CH:32]=[C:33](B(O)O)[CH:34]=[CH:35][C:36]=1[C:37]([O:39][CH3:40])=[O:38]. (2) The reactants are: [CH3:1][S:2]([C:5]1[CH:6]=[CH:7][C:8]([O:14][CH2:15][C:16]([F:19])([F:18])[F:17])=[C:9]([CH:13]=1)[C:10]([OH:12])=O)(=[O:4])=[O:3].CN(C(ON1N=NC2C=CC=CC1=2)=[N+](C)C)C.[B-](F)(F)(F)F.C(N(C(C)C)C(C)C)C.[F:51][C:52]([F:66])([F:65])[C:53]1[CH:58]=[CH:57][C:56]([C:59]2[CH2:60][CH2:61][NH:62][CH2:63][CH:64]=2)=[CH:55][CH:54]=1. Given the product [CH3:1][S:2]([C:5]1[CH:6]=[CH:7][C:8]([O:14][CH2:15][C:16]([F:19])([F:18])[F:17])=[C:9]([C:10]([N:62]2[CH2:61][CH:60]=[C:59]([C:56]3[CH:57]=[CH:58][C:53]([C:52]([F:51])([F:65])[F:66])=[CH:54][CH:55]=3)[CH2:64][CH2:63]2)=[O:12])[CH:13]=1)(=[O:3])=[O:4], predict the reactants needed to synthesize it. (3) Given the product [I:7][C:8]1[CH:13]=[CH:12][CH:11]=[CH:10][C:9]=1[C:14](=[O:20])[CH2:15][CH2:16][CH2:17][CH2:18][N:35]1[CH2:36][CH2:37][CH:32]([C:28]2[CH:27]=[C:26]([NH:25][C:23](=[O:24])[CH:22]([CH3:21])[CH3:38])[CH:31]=[CH:30][CH:29]=2)[CH2:33][CH2:34]1, predict the reactants needed to synthesize it. The reactants are: C([O-])([O-])=O.[K+].[K+].[I:7][C:8]1[CH:13]=[CH:12][CH:11]=[CH:10][C:9]=1[C:14](=[O:20])[CH2:15][CH2:16][CH2:17][CH2:18]Cl.[CH3:21][CH:22]([CH3:38])[C:23]([NH:25][C:26]1[CH:31]=[CH:30][CH:29]=[C:28]([CH:32]2[CH2:37][CH2:36][NH:35][CH2:34][CH2:33]2)[CH:27]=1)=[O:24]. (4) Given the product [Cl:1][C:2]1[CH:3]=[CH:4][C:5]([CH:8]2[N:13]([C:41]([O:43][CH2:44][C:45]3[CH:50]=[CH:49][CH:48]=[CH:47][CH:46]=3)=[O:42])[CH2:12][C:11]3[CH:24]=[N:25][NH:26][C:10]=3[CH2:9]2)=[CH:6][CH:7]=1, predict the reactants needed to synthesize it. The reactants are: [Cl:1][C:2]1[CH:7]=[CH:6][C:5]([CH:8]2[N:13](S(C3C=CC(Cl)=CC=3)(=O)=O)[CH2:12][C:11]3[CH:24]=[N:25][NH:26][C:10]=3[CH2:9]2)=[CH:4][CH:3]=1.ClC1C=CC(C2CC(=O)CCN2[C:41]([O:43][CH2:44][C:45]2[CH:50]=[CH:49][CH:48]=[CH:47][CH:46]=2)=[O:42])=CC=1.O.NN.N1CCC(=O)CC1. (5) The reactants are: [CH:1]1([CH2:6][CH2:7][NH:8][C:9]([C:11]2[CH:12]=[CH:13][C:14]([CH3:20])=[C:15]([CH:19]=2)[C:16]([OH:18])=O)=[O:10])[CH2:5][CH2:4][CH2:3][CH2:2]1.CCN(C(C)C)C(C)C.C1C=CC2N(O)N=NC=2C=1.Cl.CN(C)CCCN=C=NCC.[NH2:52][C:53]1[CH:58]=[CH:57][C:56]([NH2:59])=[CH:55][N:54]=1. Given the product [NH2:52][C:53]1[N:54]=[CH:55][C:56]([NH:59][C:16](=[O:18])[C:15]2[CH:19]=[C:11]([CH:12]=[CH:13][C:14]=2[CH3:20])[C:9]([NH:8][CH2:7][CH2:6][CH:1]2[CH2:2][CH2:3][CH2:4][CH2:5]2)=[O:10])=[CH:57][CH:58]=1, predict the reactants needed to synthesize it.